Task: Predict the reactants needed to synthesize the given product.. Dataset: Full USPTO retrosynthesis dataset with 1.9M reactions from patents (1976-2016) (1) Given the product [C:1]([O:7][C:8]1[CH:21]=[C:20]([CH:22]=[O:26])[C:11]2[C:12]([CH2:15][C:16]([O:18][CH3:19])=[O:17])=[CH:13][S:14][C:10]=2[CH:9]=1)(=[O:6])[C:2]([CH3:3])([CH3:4])[CH3:5], predict the reactants needed to synthesize it. The reactants are: [C:1]([O:7][C:8]1[CH:21]=[C:20]([CH:22]=C)[C:11]2[C:12]([CH2:15][C:16]([O:18][CH3:19])=[O:17])=[CH:13][S:14][C:10]=2[CH:9]=1)(=[O:6])[C:2]([CH3:5])([CH3:4])[CH3:3].CC(C)=[O:26].C[N+]1([O-])CCOCC1. (2) Given the product [C:23]([C:19]1[CH:18]=[CH:16][C:15]([C:14]#[CH:9])=[CH:28][CH:20]=1)([CH3:22])([CH3:24])[CH3:2], predict the reactants needed to synthesize it. The reactants are: [Li+].[CH3:2]C([N-]C(C)C)C.[CH:9]1[C:14]2[C:15]3[C:28](=O)[C:20]4S[C:22]5C=CC=[CH:24][C:23]=5[C:19]=4[C:18](=O)[C:16]=3SC=2C=CC=1.O.